Task: Regression. Given a peptide amino acid sequence and an MHC pseudo amino acid sequence, predict their binding affinity value. This is MHC class I binding data.. Dataset: Peptide-MHC class I binding affinity with 185,985 pairs from IEDB/IMGT (1) The peptide sequence is RPREATIIY. The MHC is HLA-B07:02 with pseudo-sequence HLA-B07:02. The binding affinity (normalized) is 0.620. (2) The peptide sequence is LALIATFKI. The MHC is HLA-B53:01 with pseudo-sequence HLA-B53:01. The binding affinity (normalized) is 0.357. (3) The peptide sequence is TVADIWHAM. The MHC is HLA-A26:01 with pseudo-sequence HLA-A26:01. The binding affinity (normalized) is 1.00.